Predict the reaction yield, written as a fraction of the theoretical maximum amount of product (1.0 means a 100% yield; for example, 0.34 means a 34% yield). From a dataset of Reaction yield outcomes from USPTO patents with 853,638 reactions. (1) The reactants are Cl[CH2:2][C:3]1[CH:4]=[CH:5][C:6]2[O:11][C:10]([F:13])([F:12])[O:9]C(F)(F)[C:7]=2[CH:16]=1.[C-:17]#[N:18].[Na+]. The catalyst is CS(C)=O. The product is [F:13][C:10]1([F:12])[O:11][C:6]2[CH:5]=[CH:4][C:3]([CH2:2][C:17]#[N:18])=[CH:16][C:7]=2[O:9]1. The yield is 0.680. (2) The catalyst is C1COCC1. The yield is 0.890. The reactants are Br[C:2]1[CH:7]=[CH:6][C:5]([S:8][CH2:9][CH2:10][CH2:11][CH2:12][CH2:13][CH2:14][CH2:15][CH2:16][CH3:17])=[CH:4][CH:3]=1.[Li]CCCC.CN([CH:26]=[O:27])C. The product is [CH2:9]([S:8][C:5]1[CH:6]=[CH:7][C:2]([CH:26]=[O:27])=[CH:3][CH:4]=1)[CH2:10][CH2:11][CH2:12][CH2:13][CH2:14][CH2:15][CH2:16][CH3:17]. (3) The reactants are [C:1]([O:8][CH3:9])(=[O:7])[CH2:2][C:3]([O:5][CH3:6])=[O:4].[CH2:10]=[CH:11][CH2:12][CH2:13][CH2:14]CCC.O=O.O=[C:21]([CH2:32][CH2:33][CH2:34][CH2:35][CH2:36][CH3:37])[CH2:22][CH:23]([C:28]([O:30][CH3:31])=[O:29])[C:24]([O:26][CH3:27])=[O:25].CO[C:40]([CH:42]1[CH2:47][CH:46]([CH2:48][CH2:49][CH2:50][CH2:51][CH2:52][CH3:53])O[C:43]1=O)=O. The catalyst is C([O-])(=O)C.[Mn+2].C([O-])(=O)C.OCC([O-])=O.[Zr+4].OCC([O-])=O.OCC([O-])=O.OCC([O-])=O.C(O)(=O)C. The product is [CH2:22]([CH:23]([C:28]([O:30][CH3:31])=[O:29])[C:24]([O:26][CH3:27])=[O:25])[CH2:21][CH2:32][CH2:33][CH2:34][CH2:35][CH2:36][CH3:37].[CH2:47]([CH:42]([CH2:43][CH2:10][CH2:11][CH2:12][CH2:13][CH3:14])[CH2:40][CH:2]([C:1]([O:8][CH3:9])=[O:7])[C:3]([O:5][CH3:6])=[O:4])[CH2:46][CH2:48][CH2:49][CH2:50][CH2:51][CH2:52][CH3:53]. The yield is 0.220. (4) The yield is 0.780. The reactants are [NH2:1][C@@H:2]([CH2:15][C:16]1[CH:21]=[CH:20][C:19]([C:22]2[N:27]=[CH:26][C:25]([C:28]3[CH:33]=[CH:32][C:31]([O:34][CH2:35][CH2:36][CH2:37][CH2:38][CH2:39][CH2:40][CH3:41])=[CH:30][CH:29]=3)=[CH:24][N:23]=2)=[CH:18][CH:17]=1)[C:3]([NH:5][C@H:6]([CH3:14])[C:7]([O:9][C:10]([CH3:13])([CH3:12])[CH3:11])=[O:8])=[O:4].[C:42]([C:46]1[CH:54]=[CH:53][C:49]([C:50](O)=[O:51])=[CH:48][CH:47]=1)([CH3:45])([CH3:44])[CH3:43].CN(C(ON1N=NC2C=CC=NC1=2)=[N+](C)C)C.F[P-](F)(F)(F)(F)F. The product is [C:42]([C:46]1[CH:47]=[CH:48][C:49]([C:50]([NH:1][C@@H:2]([CH2:15][C:16]2[CH:21]=[CH:20][C:19]([C:22]3[N:27]=[CH:26][C:25]([C:28]4[CH:33]=[CH:32][C:31]([O:34][CH2:35][CH2:36][CH2:37][CH2:38][CH2:39][CH2:40][CH3:41])=[CH:30][CH:29]=4)=[CH:24][N:23]=3)=[CH:18][CH:17]=2)[C:3]([NH:5][C@H:6]([CH3:14])[C:7]([O:9][C:10]([CH3:11])([CH3:12])[CH3:13])=[O:8])=[O:4])=[O:51])=[CH:53][CH:54]=1)([CH3:45])([CH3:43])[CH3:44]. The catalyst is CN(C=O)C.CC(=O)OCC.